The task is: Regression. Given a target protein amino acid sequence and a drug SMILES string, predict the binding affinity score between them. We predict pIC50 (pIC50 = -log10(IC50 in M); higher means more potent). Dataset: bindingdb_ic50.. This data is from Drug-target binding data from BindingDB using IC50 measurements. (1) The compound is C=CCOC(=O)C[C@H](NC(=O)[C@H](Cc1ccccc1)N(C)C(=O)[C@H](CCCN=C(N)NC(=O)NC)NC(C)=O)C(=O)O. The target protein (P07254) has sequence MRKFNKPLLALLIGSTLCSAAQAAAPGKPTIAWGNTKFAIVEVDQAATAYNNLVKVKNAADVSVSWNLWNGDAGTTAKILLNGKEAWSGPSTGSSGTANFKVNKGGRYQMQVALCNADGCTASDATEIVVADTDGSHLAPLKEPLLEKNKPYKQNSGKVVGSYFVEWGVYGRNFTVDKIPAQNLTHLLYGFIPICGGNGINDSLKEIEGSFQALQRSCQGREDFKVSIHDPFAALQKAQKGVTAWDDPYKGNFGQLMALKQAHPDLKILPSIGGWTLSDPFFFMGDKVKRDRFVGSVKEFLQTWKFFDGVDIDWEFPGGKGANPNLGSPQDGETYVLLMKELRAMLDQLSAETGRKYELTSAISAGKDKIDKVAYNVAQNSMDHIFLMSYDFYGPFDLKNLGHQTALNAPAWKPDTAYTTVNGVNALLAQGVKPGKVVVGTAMYGRGWTGVNGYQNNIPFTGTATGPVKGTWKNGIVDYRQIAGQFMSGEWQYTYDATAE.... The pIC50 is 6.8. (2) The compound is CSC(CC(=O)c1ccc(F)cc1)=Nc1nc2ccccc2s1. The pIC50 is 4.7. The target protein (P00690) has sequence MKLFLLLSAFGFCWAQYAPQTQSGRTSIVHLFEWRWVDIALECERYLGPKGFGGVQVSPPNENIVVTNPSRPWWERYQPVSYKLCTRSGNENEFRDMVTRCNNVGVRIYVDAVINHMCGSGAAAGTGTTCGSYCNPGNREFPAVPYSAWDFNDGKCKTASGGIESYNDPYQVRDCQLVGLLDLALEKDYVRSMIADYLNKLIDIGVAGFRIDASKHMWPGDIKAVLDKLHNLNTNWFPAGSRPFIFQEVIDLGGEAIQSSEYFGNGRVTEFKYGAKLGTVVRKWSGEKMSYLKNWGEGWGFMPSDRALVFVDNHDNQRGHGAGGASILTFWDARLYKVAVGFMLAHPYGFTRVMSSYRWARNFVNGQDVNDWIGPPNNNGVIKEVTINADTTCGNDWVCEHRWRQIRNMVWFRNVVDGQPFANWWANGSNQVAFGRGNRGFIVFNNDDWQLSSTLQTGLPGGTYCDVISGDKVGNSCTGIKVYVSSDGTAQFSISNSAED.... (3) The drug is COCCOC(=O)N(Cc1ccccc1)C1CCCC(C(NS(=O)(=O)c2ccc(-c3ccc(OC)cc3)cc2)C(=O)O)C1. The pIC50 is 5.2. The target protein (P09237) has sequence MRLTVLCAVCLLPGSLALPLPQEAGGMSELQWEQAQDYLKRFYLYDSETKNANSLEAKLKEMQKFFGLPITGMLNSRVIEIMQKPRCGVPDVAEYSLFPNSPKWTSKVVTYRIVSYTRDLPHITVDRLVSKALNMWGKEIPLHFRKVVWGTADIMIGFARGAHGDSYPFDGPGNTLAHAFAPGTGLGGDAHFDEDERWTDGSSLGINFLYAATHELGHSLGMGHSSDPNAVMYPTYGNGDPQNFKLSQDDIKGIQKLYGKRSNSRKK. (4) The small molecule is C#C[C@]1(O)CCC2C3CC[C@H]4Cc5nc6nc7cc8ccccc8cc7n6cc5C[C@]4(C)C3CC[C@@]21C. The target protein (P14600) has sequence MDNVLPMDSDLFPNISTNTSESNQFVQPTWQIVLWAAAYTVIVVTSVVGNVVVIWIILAHKRMRTVTNYFLVNLAFAEACMAAFNTVVNFTYAVHNVWYYGLFYCKFHNFFPIAALFASIYSMTAVAFDRYMAIIHPLQPRLSATATKVVIFVIWVLALLLAFPQGYYSTTETMPSRVVCMIEWPEHPNRTYEKAYHICVTVLIYFLPLLVIGYAYTVVGITLWASEIPGDSSDRYHEQVSAKRKVVKMMIVVVCTFAICWLPFHVFFLLPYINPDLYLKKFIQQVYLASMWLAMSSTMYNPIIYCCLNDRFRLGFKHAFRCCPFISAGDYEGLEMKSTRYLQTQSSVYKVSRLETTISTVVGAHEEEPEEGPKATPSSLDLTSNGSSRSNSKTMTESSSFYSNMLA. The pIC50 is 6.5. (5) The small molecule is CCCCCCC#CC(=O)C(F)(F)F. The target protein (Q29550) has sequence MWLLPLVLTSLASSATWAGQPASPPVVDTAQGRVLGKYVSLEGLAQPVAVFLGVPFAKPPLGSLRFAPPQPAEPWSFVKNTTSYPPMCCQDPVVEQMTSDLFTNGKERLTLEFSEDCLYLNIYTPADLTKRGRLPVMVWIHGGGLVLGGAPMYDGVVLAAHENVVVVAIQYRLGIWGFFSTGDEHSRGNWGHLDQVAALHWVQENIANFGGDPGSVTIFGESAGGESVSVLVLSPLAKNLFHRAISESGVALTVALVRKDMKAAAKQIAVLAGCKTTTSAVFVHCLRQKSEDELLDLTLKMKFLTLDFHGDQRESHPFLPTVVDGVLLPKMPEEILAEKDFNTVPYIVGINKQEFGWLLPTMMGFPLSEGKLDQKTATSLLWKSYPIANIPEELTPVATDKYLGGTDDPVKKKDLFLDLMGDVVFGVPSVTVARQHRDAGAPTYMYEFQYRPSFSSDKKPKTVIGDHGDEIFSVFGFPLLKGDAPEEEVSLSKTVMKFWA.... The pIC50 is 3.0. (6) The small molecule is CC(Nc1nccc(N2C(=O)OC[C@@H]2C(C)C)n1)c1ncc(Oc2cncc(Br)c2)cn1. The target protein (O75874) has sequence MSKKISGGSVVEMQGDEMTRIIWELIKEKLIFPYVELDLHSYDLGIENRDATNDQVTKDAAEAIKKHNVGVKCATITPDEKRVEEFKLKQMWKSPNGTIRNILGGTVFREAIICKNIPRLVSGWVKPIIIGRHAYGDQYRATDFVVPGPGKVEITYTPSDGTQKVTYLVHNFEEGGGVAMGMYNQDKSIEDFAHSSFQMALSKGWPLYLSTKNTILKKYDGRFKDIFQEIYDKQYKSQFEAQKIWYEHRLIDDMVAQAMKSEGGFIWACKNYDGDVQSDSVAQGYGSLGMMTSVLVCPDGKTVEAEAAHGTVTRHYRMYQKGQETSTNPIASIFAWTRGLAHRAKLDNNKELAFFANALEEVSIETIEAGFMTKDLAACIKGLPNVQRSDYLNTFEFMDKLGENLKIKLAQAKL. The pIC50 is 6.5. (7) The small molecule is CNC(=O)c1c(C2=CCCC2)oc2cc(N(C)S(C)(=O)=O)c(-c3ccc4c(n3)-c3cc5ccccc5n3CO4)cc12. The target protein (P26662) has sequence MSTNPKPQRKTKRNTNRRPQDVKFPGGGQIVGGVYLLPRRGPRLGVRATRKTSERSQPRGRRQPIPKARRPEGRTWAQPGYPWPLYGNEGMGWAGWLLSPRGSRPSWGPTDPRRRSRNLGKVIDTLTCGFADLMGYIPLVGAPLGGAARALAHGVRVLEDGVNYATGNLPGCSFSIFLLALLSCLTIPASAYEVRNVSGIYHVTNDCSNSSIVYEAADMIMHTPGCVPCVRESNFSRCWVALTPTLAARNSSIPTTTIRRHVDLLVGAAALCSAMYVGDLCGSVFLVSQLFTFSPRRYETVQDCNCSIYPGHVSGHRMAWDMMMNWSPTTALVVSQLLRIPQAVVDMVAGAHWGVLAGLAYYSMVGNWAKVLIVMLLFAGVDGHTHVTGGRVASSTQSLVSWLSQGPSQKIQLVNTNGSWHINRTALNCNDSLQTGFIAALFYAHRFNASGCPERMASCRPIDEFAQGWGPITHDMPESSDQRPYCWHYAPRPCGIVPAS.... The pIC50 is 8.1.